This data is from Full USPTO retrosynthesis dataset with 1.9M reactions from patents (1976-2016). The task is: Predict the reactants needed to synthesize the given product. (1) Given the product [Cl:1][C:2]1[NH:10][C:9]2[C:8](=[O:11])[N:7]([CH2:12][CH2:13][CH2:14][CH2:15][C:16]([NH:46][CH2:45][C:41]3[CH:42]=[CH:43][CH:44]=[C:39]([CH2:37][CH3:38])[CH:40]=3)=[O:18])[C:6](=[O:19])[N:5]([CH2:20][CH2:21][CH2:22][CH2:23][CH3:24])[C:4]=2[N:3]=1, predict the reactants needed to synthesize it. The reactants are: [Cl:1][C:2]1[NH:10][C:9]2[C:8](=[O:11])[N:7]([CH2:12][CH2:13][CH2:14][CH2:15][C:16]([OH:18])=O)[C:6](=[O:19])[N:5]([CH2:20][CH2:21][CH2:22][CH2:23][CH3:24])[C:4]=2[N:3]=1.C1N=CN(C(N2C=NC=C2)=O)C=1.[CH2:37]([C:39]1[CH:40]=[C:41]([CH2:45][NH2:46])[CH:42]=[CH:43][CH:44]=1)[CH3:38]. (2) Given the product [CH3:32][O:18][C:17](=[O:19])[C:16]1[CH:15]=[CH:14][C:13]([C:11]2[N:10]=[C:9]3[C:5]([NH:6][C:7](=[O:30])[N:8]3[C:22]3[CH:27]=[CH:26][CH:25]=[CH:24][C:23]=3[O:28][CH3:29])=[C:4]([C:1](=[O:3])[NH2:2])[N:12]=2)=[CH:21][CH:20]=1, predict the reactants needed to synthesize it. The reactants are: [C:1]([C:4]1[N:12]=[C:11]([C:13]2[CH:21]=[CH:20][C:16]([C:17]([OH:19])=[O:18])=[CH:15][CH:14]=2)[N:10]=[C:9]2[C:5]=1[NH:6][C:7](=[O:30])[N:8]2[C:22]1[CH:27]=[CH:26][CH:25]=[CH:24][C:23]=1[O:28][CH3:29])(=[O:3])[NH2:2].N/[C:32](/C#N)=C(\NC(NC1C=CC=CC=1OC)=O)/C#N.C(C1C=CC(C(O)=O)=CC=1)=O. (3) Given the product [Br:45][C:16]1[CH:17]=[C:18]([C:21]2[CH:26]=[CH:25][C:24]([CH2:27][N:28]([C:30]([C:32]3[C:36]4[CH:37]=[CH:38][CH:39]=[CH:40][C:35]=4[O:34][C:33]=3[CH2:41][CH2:42][CH2:43][CH3:44])=[O:31])[CH3:29])=[CH:23][CH:22]=2)[CH:19]=[CH:20][C:15]=1[O:14][CH:6]([CH2:7][C:8]1[CH:9]=[CH:10][CH:11]=[CH:12][CH:13]=1)[C:5]([OH:46])=[O:4], predict the reactants needed to synthesize it. The reactants are: [OH-].[Na+].C[O:4][C:5](=[O:46])[CH:6]([O:14][C:15]1[CH:20]=[CH:19][C:18]([C:21]2[CH:26]=[CH:25][C:24]([CH2:27][N:28]([C:30]([C:32]3[C:36]4[CH:37]=[CH:38][CH:39]=[CH:40][C:35]=4[O:34][C:33]=3[CH2:41][CH2:42][CH2:43][CH3:44])=[O:31])[CH3:29])=[CH:23][CH:22]=2)=[CH:17][C:16]=1[Br:45])[CH2:7][C:8]1[CH:13]=[CH:12][CH:11]=[CH:10][CH:9]=1.O. (4) Given the product [CH3:1][NH:2][C@@H:9]([C:11]1[O:12][C:13]2[CH:20]=[CH:19][CH:18]=[CH:17][C:14]=2[C:15]=1[CH3:16])[CH3:10], predict the reactants needed to synthesize it. The reactants are: [CH3:1][N:2]([C@@H:9]([C:11]1[O:12][C:13]2[CH:20]=[CH:19][CH:18]=[CH:17][C:14]=2[C:15]=1[CH3:16])[CH3:10])[S@@](C(C)(C)C)=O.C(O)(C(F)(F)F)=O. (5) Given the product [O:23]=[C:20]([C@@:17]1([OH:24])[CH2:16][C@H:15]([O:25][C@@H:26]2[O:40][C@@H:39]([CH3:41])[C@H:29]3[O:30][C@H:31]4[N:36]([C@H:28]3[CH2:27]2)[CH2:35][CH2:34][O:33][C@@H:32]4[O:37][CH3:38])[C:14]2[C:19](=[C:2]([OH:1])[C:3]3[C:4](=[O:46])[C:5]4[C:10]([C:11](=[O:43])[C:12]=3[C:13]=2[OH:42])=[C:9]([O:44][CH3:45])[CH:8]=[CH:7][CH:6]=4)[CH2:18]1)[CH2:21][O:22][CH:52]1[O:47][CH:48]([CH2:53][O:54][CH2:55][C:56]([O:58][CH2:59][CH3:60])=[O:57])[CH2:49][CH2:50][CH2:51]1, predict the reactants needed to synthesize it. The reactants are: [OH:1][C:2]1[C:19]2[CH2:18][C@@:17]([OH:24])([C:20](=[O:23])[CH2:21][OH:22])[CH2:16][C@H:15]([O:25][C@@H:26]3[O:40][C@@H:39]([CH3:41])[C@H:29]4[O:30][C@H:31]5[N:36]([C@H:28]4[CH2:27]3)[CH2:35][CH2:34][O:33][C@@H:32]5[O:37][CH3:38])[C:14]=2[C:13]([OH:42])=[C:12]2[C:3]=1[C:4](=[O:46])[C:5]1[CH:6]=[CH:7][CH:8]=[C:9]([O:44][CH3:45])[C:10]=1[C:11]2=[O:43].[O:47]1[CH:52]=[CH:51][CH2:50][CH2:49][CH:48]1[CH2:53][O:54][CH2:55][C:56]([O:58][CH2:59][CH3:60])=[O:57].C1(C)C=CC(S(O)(=O)=O)=CC=1.C(=O)(O)[O-].[Na+]. (6) The reactants are: [CH:1]1([CH2:4][O:5][C:6]2[CH:11]=[CH:10][CH:9]=[CH:8][C:7]=2[C:12]2[C:13]3[NH:20][CH:19]=[C:18]([C:21](O)=[O:22])[C:14]=3[N:15]=[CH:16][N:17]=2)[CH2:3][CH2:2]1.[C:24]([O:28][C:29]([N:31]1[CH2:36][CH2:35][CH:34]([NH2:37])[CH2:33][CH2:32]1)=[O:30])([CH3:27])([CH3:26])[CH3:25]. Given the product [C:24]([O:28][C:29]([N:31]1[CH2:36][CH2:35][CH:34]([NH:37][C:21]([C:18]2[C:14]3[N:15]=[CH:16][N:17]=[C:12]([C:7]4[CH:8]=[CH:9][CH:10]=[CH:11][C:6]=4[O:5][CH2:4][CH:1]4[CH2:2][CH2:3]4)[C:13]=3[NH:20][CH:19]=2)=[O:22])[CH2:33][CH2:32]1)=[O:30])([CH3:27])([CH3:25])[CH3:26], predict the reactants needed to synthesize it.